Dataset: Full USPTO retrosynthesis dataset with 1.9M reactions from patents (1976-2016). Task: Predict the reactants needed to synthesize the given product. (1) Given the product [CH2:1]([NH:7][CH2:8][C:9]1[CH:10]=[CH:11][C:12]([C:15]2[CH:20]=[CH:19][CH:18]=[CH:17][C:16]=2[C:21]2[N:25]([C:26]([C:27]3[CH:28]=[CH:29][CH:30]=[CH:31][CH:32]=3)([C:39]3[CH:40]=[CH:41][CH:42]=[CH:43][CH:44]=3)[C:33]3[CH:34]=[CH:35][CH:36]=[CH:37][CH:38]=3)[N:24]=[N:23][N:22]=2)=[CH:13][CH:14]=1)[CH2:2][CH2:3][CH2:4][CH3:5], predict the reactants needed to synthesize it. The reactants are: [C:1]([NH:7][CH2:8][C:9]1[CH:14]=[CH:13][C:12]([C:15]2[CH:20]=[CH:19][CH:18]=[CH:17][C:16]=2[C:21]2[N:25]([C:26]([C:39]3[CH:44]=[CH:43][CH:42]=[CH:41][CH:40]=3)([C:33]3[CH:38]=[CH:37][CH:36]=[CH:35][CH:34]=3)[C:27]3[CH:32]=[CH:31][CH:30]=[CH:29][CH:28]=3)[N:24]=[N:23][N:22]=2)=[CH:11][CH:10]=1)(=O)[CH2:2][CH2:3][CH2:4][CH3:5].[H-].[Al+3].[Li+].[H-].[H-].[H-].O.[OH-].[Na+]. (2) Given the product [Cl:17][C:12]1[C:11](/[C:2](/[NH:32][CH2:31][CH2:30][C:21]2[C:20]([Cl:19])=[CH:25][C:24]([C:26]([F:29])([F:28])[F:27])=[CH:23][N:22]=2)=[C:3](\[C:9]#[N:10])/[C:4]([O:6][CH2:7][CH3:8])=[O:5])=[CH:16][CH:15]=[CH:14][N:13]=1, predict the reactants needed to synthesize it. The reactants are: Cl[C:2]([C:11]1[C:12]([Cl:17])=[N:13][CH:14]=[CH:15][CH:16]=1)=[C:3]([C:9]#[N:10])[C:4]([O:6][CH2:7][CH3:8])=[O:5].Cl.[Cl:19][C:20]1[C:21]([CH2:30][CH2:31][NH2:32])=[N:22][CH:23]=[C:24]([C:26]([F:29])([F:28])[F:27])[CH:25]=1.C(N(CC)CC)C. (3) Given the product [Cl:3][C:4]1[CH:5]=[C:6]([N:10]2[C:25](=[O:26])[C:14]3[CH:15]=[N:16][C:17]4[C:18]([O:23][CH3:24])=[CH:19][CH:20]=[CH:21][C:22]=4[C:13]=3[N:12]([CH:27]3[CH2:32][CH2:31][N:30]([S:35]([CH3:34])(=[O:37])=[O:36])[CH2:29][CH2:28]3)[C:11]2=[O:33])[CH:7]=[CH:8][CH:9]=1, predict the reactants needed to synthesize it. The reactants are: Cl.Cl.[Cl:3][C:4]1[CH:5]=[C:6]([N:10]2[C:25](=[O:26])[C:14]3[CH:15]=[N:16][C:17]4[C:18]([O:23][CH3:24])=[CH:19][CH:20]=[CH:21][C:22]=4[C:13]=3[N:12]([CH:27]3[CH2:32][CH2:31][NH:30][CH2:29][CH2:28]3)[C:11]2=[O:33])[CH:7]=[CH:8][CH:9]=1.[CH3:34][S:35](Cl)(=[O:37])=[O:36]. (4) Given the product [CH:23]1([C:27]#[C:28][C:2]2[CH:3]=[C:4]3[C:8](=[CH:9][CH:10]=2)[N:7]([CH:11]2[CH2:16][CH2:15][CH2:14][CH2:13][O:12]2)[N:6]=[CH:5]3)[CH2:26][CH2:25][CH2:24]1, predict the reactants needed to synthesize it. The reactants are: Br[C:2]1[CH:3]=[C:4]2[C:8](=[CH:9][CH:10]=1)[N:7]([CH:11]1[CH2:16][CH2:15][CH2:14][CH2:13][O:12]1)[N:6]=[CH:5]2.C([O-])([O-])=O.[Cs+].[Cs+].[CH:23]1([C:27]#[C:28][Si](C)(C)C)[CH2:26][CH2:25][CH2:24]1.N#N.